Dataset: Forward reaction prediction with 1.9M reactions from USPTO patents (1976-2016). Task: Predict the product of the given reaction. (1) Given the reactants Cl[C:2]1[N:7]=[N:6][C:5]([C:8]2[N:16]3[C:11]([CH:12]=[CH:13][CH:14]=[CH:15]3)=[CH:10][C:9]=2[C:17]([O:19][CH2:20]C)=[O:18])=[CH:4][CH:3]=1.[CH3:22][N:23]1[CH2:28][CH2:27][CH:26]([CH2:29][CH2:30][OH:31])[CH2:25][CH2:24]1, predict the reaction product. The product is: [CH3:22][N:23]1[CH2:28][CH2:27][CH:26]([CH2:29][CH2:30][O:31][C:2]2[N:7]=[N:6][C:5]([C:8]3[N:16]4[C:11]([CH:12]=[CH:13][CH:14]=[CH:15]4)=[CH:10][C:9]=3[C:17]([O:19][CH3:20])=[O:18])=[CH:4][CH:3]=2)[CH2:25][CH2:24]1. (2) Given the reactants [CH:1]1([NH:4][C:5](=[O:30])[C:6]2[CH:11]=[CH:10][C:9]([CH3:12])=[C:8]([C:13]3[CH:14]=[C:15]4[C:20](=[CH:21][CH:22]=3)[C:19](=[O:23])[N:18]([CH2:24][CH:25]3[CH2:27][CH2:26]3)[CH:17]=[C:16]4[CH:28]=O)[CH:7]=2)[CH2:3][CH2:2]1.[CH3:31][N:32]1[CH2:38][CH2:37][CH2:36][NH:35][CH2:34][CH2:33]1.C(O[BH-](OC(=O)C)OC(=O)C)(=O)C.[Na+], predict the reaction product. The product is: [CH:1]1([NH:4][C:5](=[O:30])[C:6]2[CH:11]=[CH:10][C:9]([CH3:12])=[C:8]([C:13]3[CH:14]=[C:15]4[C:20](=[CH:21][CH:22]=3)[C:19](=[O:23])[N:18]([CH2:24][CH:25]3[CH2:26][CH2:27]3)[CH:17]=[C:16]4[CH2:28][N:35]3[CH2:36][CH2:37][CH2:38][N:32]([CH3:31])[CH2:33][CH2:34]3)[CH:7]=2)[CH2:2][CH2:3]1. (3) Given the reactants C(OC(=O)[N:7]([C:19]1[CH:24]=[CH:23][C:22]([CH:25]=O)=[CH:21][N:20]=1)[CH2:8][C:9]1[CH:14]=[CH:13][C:12]([C:15]([F:18])([F:17])[F:16])=[CH:11][CH:10]=1)(C)(C)C.BrC1C=C2C(CC3C=CC(NCC4C=CC(Cl)=CC=4)=NC=3)=CNC2=NC=1.[N:54]1([CH2:60][CH2:61][O:62][C:63]2[CH:64]=[C:65]3[CH:71]=[CH:70][NH:69][C:66]3=[N:67][CH:68]=2)[CH2:59][CH2:58][O:57][CH2:56][CH2:55]1.N1C2C(=CC=CC=2)C=N1.COC1C=C2C(=NC=1)NC=C2.ClC1C=C2C(=NC=1)NC=C2, predict the reaction product. The product is: [N:54]1([CH2:60][CH2:61][O:62][C:63]2[CH:64]=[C:65]3[C:71]([CH2:25][C:22]4[CH:23]=[CH:24][C:19]([NH:7][CH2:8][C:9]5[CH:10]=[CH:11][C:12]([C:15]([F:16])([F:17])[F:18])=[CH:13][CH:14]=5)=[N:20][CH:21]=4)=[CH:70][NH:69][C:66]3=[N:67][CH:68]=2)[CH2:55][CH2:56][O:57][CH2:58][CH2:59]1. (4) Given the reactants [CH2:1]([Mg]Br)[CH3:2].[Cl:5][C:6]1[CH:7]=[CH:8][C:9]([CH:30]=[O:31])=[C:10]2[C:14]=1[N:13]=[C:12]1[N:15]([C:19]3[CH:24]=[CH:23][C:22]([Cl:25])=[CH:21][C:20]=3[C:26]([F:29])([F:28])[F:27])[CH2:16][CH2:17][CH2:18][N:11]21, predict the reaction product. The product is: [Cl:5][C:6]1[C:14]2[N:13]=[C:12]3[N:15]([C:19]4[CH:24]=[CH:23][C:22]([Cl:25])=[CH:21][C:20]=4[C:26]([F:28])([F:27])[F:29])[CH2:16][CH2:17][CH2:18][N:11]3[C:10]=2[C:9]([CH:30]([OH:31])[CH2:1][CH3:2])=[CH:8][CH:7]=1. (5) Given the reactants [CH:1]1([NH2:4])[CH2:3][CH2:2]1.[F:5][C:6]([F:11])([F:10])[C:7]([OH:9])=[O:8].FC1C=CC=C(F)C=1CO[C:17]1[N:22]2[C:23]([C:27]3[CH:28]=[N:29][CH:30]=[C:31]([CH:35]=3)[C:32]([OH:34])=O)=[C:24]([CH3:26])[N:25]=[C:21]2[CH:20]=[CH:19][C:18]=1[CH3:36].[F:42][B-](F)(F)F.N1(O[C+](N(C)C)N(C)C)C2C=[CH:53][CH:54]=[CH:55][C:50]=2N=N1.CN1C[CH2:69][O:68]CC1, predict the reaction product. The product is: [F:5][C:6]([F:11])([F:10])[C:7]([OH:9])=[O:8].[CH:1]1([NH:4][C:32](=[O:34])[C:31]2[CH:35]=[C:27]([C:23]3[N:22]4[CH:17]=[C:18]([CH3:36])[CH:19]=[C:20]([O:68][CH2:69][C:7]5[C:6]([F:11])=[CH:50][CH:55]=[CH:54][C:53]=5[F:42])[C:21]4=[N:25][C:24]=3[CH3:26])[CH:28]=[N:29][CH:30]=2)[CH2:3][CH2:2]1. (6) Given the reactants [C:1]([O:9][C@@H:10]1[C@@H:15]([O:16][C:17](=[O:24])[C:18]2[CH:23]=[CH:22][CH:21]=[CH:20][CH:19]=2)[C@@H:14]([O:25][C:26](=[O:33])[C:27]2[CH:32]=[CH:31][CH:30]=[CH:29][CH:28]=2)[C@@H:13]([CH2:34][O:35][C:36](=[O:43])[C:37]2[CH:42]=[CH:41][CH:40]=[CH:39][CH:38]=2)[O:12][C@H:11]1SCCNC(=O)OCC1C=CC=CC=1)(=[O:8])[C:2]1[CH:7]=[CH:6][CH:5]=[CH:4][CH:3]=1.[OH:58][CH2:59][CH:60]([NH:65][C:66](=[O:84])[CH2:67][CH2:68][CH2:69][CH2:70][CH2:71][CH2:72][CH2:73][CH2:74][CH2:75][CH2:76][CH2:77][CH2:78][CH2:79][CH2:80][CH2:81][CH2:82][CH3:83])[C:61]([O:63][CH3:64])=[O:62].IN1C(=O)CCC1=O.FC(F)(F)S(O)(=O)=O, predict the reaction product. The product is: [C:66]([NH:65][CH:60]([CH2:59][O:58][C@@H:11]1[O:12][C@H:13]([CH2:34][O:35][C:36](=[O:43])[C:37]2[CH:42]=[CH:41][CH:40]=[CH:39][CH:38]=2)[C@H:14]([O:25][C:26](=[O:33])[C:27]2[CH:28]=[CH:29][CH:30]=[CH:31][CH:32]=2)[C@H:15]([O:16][C:17](=[O:24])[C:18]2[CH:19]=[CH:20][CH:21]=[CH:22][CH:23]=2)[C@H:10]1[O:9][C:1](=[O:8])[C:2]1[CH:3]=[CH:4][CH:5]=[CH:6][CH:7]=1)[C:61]([O:63][CH3:64])=[O:62])(=[O:84])[CH2:67][CH2:68][CH2:69][CH2:70][CH2:71][CH2:72][CH2:73][CH2:74][CH2:75][CH2:76][CH2:77][CH2:78][CH2:79][CH2:80][CH2:81][CH2:82][CH3:83]. (7) Given the reactants [NH2:1][C:2]1[CH:7]=[C:6]([O:8][C:9]2[CH:10]=[CH:11][C:12]3[O:16][C@@H:15]4[C@@H:17]([C:18]([O:20]CC)=[O:19])[C@@H:14]4[C:13]=3[CH:23]=2)[CH:5]=[CH:4][N:3]=1.[OH-].[Na+], predict the reaction product. The product is: [NH2:1][C:2]1[CH:7]=[C:6]([O:8][C:9]2[CH:10]=[CH:11][C:12]3[O:16][C@@H:15]4[C@@H:17]([C:18]([OH:20])=[O:19])[C@@H:14]4[C:13]=3[CH:23]=2)[CH:5]=[CH:4][N:3]=1. (8) Given the reactants [Cr](Cl)([O-])(=O)=O.[NH+]1C=CC=CC=1.[CH3:12][O:13][C:14]1[C:19]([O:20][CH3:21])=[C:18]([CH:22]([OH:25])[CH2:23][CH3:24])[CH:17]=[CH:16][N:15]=1, predict the reaction product. The product is: [CH3:12][O:13][C:14]1[C:19]([O:20][CH3:21])=[C:18]([C:22](=[O:25])[CH2:23][CH3:24])[CH:17]=[CH:16][N:15]=1. (9) Given the reactants [CH3:1][O:2][C:3]([C:5]1[C:14](=[O:15])[NH:13][C:8]2=[N:9][CH:10]=[CH:11][N:12]=[C:7]2[C:6]=1[O:16][C:17](=[O:21])[CH:18]([CH3:20])[CH3:19])=[O:4].[C:22](=O)([O-])[O-].[K+].[K+].CI, predict the reaction product. The product is: [CH3:1][O:2][C:3]([C:5]1[C:14](=[O:15])[N:13]([CH3:22])[C:8]2=[N:9][CH:10]=[CH:11][N:12]=[C:7]2[C:6]=1[O:16][C:17](=[O:21])[CH:18]([CH3:19])[CH3:20])=[O:4]. (10) Given the reactants C(O[C:5]1[O:6][CH2:7][C:8](=[O:16])[C:9]=1[C:10]([O:12][CH:13]([CH3:15])[CH3:14])=[O:11])(C)C.C(OC(C)C)(=O)CC(OC(C)C)=O.ClCC(Cl)=O.[NH2:35][N:36]1[CH2:41][CH2:40][O:39][CH2:38][CH2:37]1, predict the reaction product. The product is: [O:39]1[CH2:40][CH2:41][N:36]([NH:35][C:5]2[O:6][CH2:7][C:8](=[O:16])[C:9]=2[C:10]([O:12][CH:13]([CH3:14])[CH3:15])=[O:11])[CH2:37][CH2:38]1.